Dataset: Forward reaction prediction with 1.9M reactions from USPTO patents (1976-2016). Task: Predict the product of the given reaction. (1) Given the reactants C(NC(C)C)(C)C.C([Li])CCC.[C:13]1([C:23]2[CH:28]=[CH:27][CH:26]=[CH:25][CH:24]=2)[CH:18]=[CH:17][C:16]([CH2:19][C:20]([OH:22])=[O:21])=[CH:15][CH:14]=1.Br[CH2:30][C:31]([CH3:33])=[CH2:32], predict the reaction product. The product is: [CH3:32][C:31](=[CH2:30])[CH2:33][CH:19]([C:16]1[CH:15]=[CH:14][C:13]([C:23]2[CH:24]=[CH:25][CH:26]=[CH:27][CH:28]=2)=[CH:18][CH:17]=1)[C:20]([OH:22])=[O:21]. (2) Given the reactants [CH3:1][C:2]1([CH3:18])[CH2:7][C:6]([CH3:9])([CH3:8])[CH2:5][CH:4](C2C=CC(=C(C)C)C=2)[CH2:3]1.[CH:19]1([CH:24]2CC(C)(C)CC(C)(C)C2)[CH:23]=[CH:22][CH:21]=[CH:20]1.CC(C)=O.N1CCCC1, predict the reaction product. The product is: [CH3:9][C:6]1([CH3:8])[CH2:7][C:2]([CH3:18])([CH3:1])[CH2:3][CH:4]([C:20]2[C:19](=[CH2:24])[CH:23]=[CH:22][CH:21]=2)[CH2:5]1. (3) Given the reactants [K+].[CH2:2]([N:6]([S:16]([C:19]1[CH:24]=[CH:23][C:22]([CH3:25])=[CH:21][CH:20]=1)(=[O:18])=[O:17])[C@H:7]([C:13]([O-:15])=[O:14])[CH2:8][CH2:9][CH2:10][CH2:11][NH2:12])[CH:3]([CH3:5])[CH3:4].CC[N:28]([CH:32]([CH3:34])C)[CH:29]([CH3:31])[CH3:30].ClCC(Cl)=[O:38].Cl.[CH2:41]1[CH2:45]OC[CH2:42]1, predict the reaction product. The product is: [CH3:25][C:22]1[CH:23]=[CH:24][C:19]([S:16]([N:6]([C@H:7]([C:13]([OH:15])=[O:14])[CH2:8][CH2:9][CH2:10][CH2:11][NH:12][C:34]([CH2:32][NH:28][C:29]2[CH:30]=[CH:45][CH:41]=[CH:42][CH:31]=2)=[O:38])[CH2:2][CH:3]([CH3:4])[CH3:5])(=[O:18])=[O:17])=[CH:20][CH:21]=1. (4) Given the reactants C(OC(=O)[NH:10][C:11]1[C:12]([C:28]([NH:30][C:31]2[CH:32]=[N:33][CH:34]=[CH:35][C:36]=2[N:37]2[CH2:42][C@H:41]([CH3:43])[CH2:40][C@H:39]([NH:44]C(OC(C)(C)C)=O)[CH2:38]2)=[O:29])=[N:13][C:14]2[C:19]([CH:20]=1)=[CH:18][CH:17]=[C:16]([N:21]1[CH2:26][CH2:25][N:24]([CH3:27])[CH2:23][CH2:22]1)[CH:15]=2)C1C=CC=CC=1.Br, predict the reaction product. The product is: [NH2:10][C:11]1[C:12]([C:28]([NH:30][C:31]2[CH:32]=[N:33][CH:34]=[CH:35][C:36]=2[N:37]2[CH2:42][C@H:41]([CH3:43])[CH2:40][C@H:39]([NH2:44])[CH2:38]2)=[O:29])=[N:13][C:14]2[C:19]([CH:20]=1)=[CH:18][CH:17]=[C:16]([N:21]1[CH2:26][CH2:25][N:24]([CH3:27])[CH2:23][CH2:22]1)[CH:15]=2.